This data is from NCI-60 drug combinations with 297,098 pairs across 59 cell lines. The task is: Regression. Given two drug SMILES strings and cell line genomic features, predict the synergy score measuring deviation from expected non-interaction effect. (1) Drug 1: C1=CN(C(=O)N=C1N)C2C(C(C(O2)CO)O)O.Cl. Drug 2: CC1=C(N=C(N=C1N)C(CC(=O)N)NCC(C(=O)N)N)C(=O)NC(C(C2=CN=CN2)OC3C(C(C(C(O3)CO)O)O)OC4C(C(C(C(O4)CO)O)OC(=O)N)O)C(=O)NC(C)C(C(C)C(=O)NC(C(C)O)C(=O)NCCC5=NC(=CS5)C6=NC(=CS6)C(=O)NCCC[S+](C)C)O. Cell line: NCI-H226. Synergy scores: CSS=25.4, Synergy_ZIP=-8.14, Synergy_Bliss=-0.649, Synergy_Loewe=2.33, Synergy_HSA=3.09. (2) Drug 1: COC1=C(C=C2C(=C1)N=CN=C2NC3=CC(=C(C=C3)F)Cl)OCCCN4CCOCC4. Drug 2: CN1C2=C(C=C(C=C2)N(CCCl)CCCl)N=C1CCCC(=O)O.Cl. Synergy scores: CSS=11.2, Synergy_ZIP=0.157, Synergy_Bliss=-4.12, Synergy_Loewe=-22.5, Synergy_HSA=-6.69. Cell line: OVCAR-4. (3) Drug 1: CC12CCC3C(C1CCC2O)C(CC4=C3C=CC(=C4)O)CCCCCCCCCS(=O)CCCC(C(F)(F)F)(F)F. Drug 2: CC1=C(C(=O)C2=C(C1=O)N3CC4C(C3(C2COC(=O)N)OC)N4)N. Cell line: HS 578T. Synergy scores: CSS=8.42, Synergy_ZIP=3.10, Synergy_Bliss=0.147, Synergy_Loewe=-7.79, Synergy_HSA=-0.526. (4) Drug 1: CC1=C(C=C(C=C1)NC2=NC=CC(=N2)N(C)C3=CC4=NN(C(=C4C=C3)C)C)S(=O)(=O)N.Cl. Drug 2: C1=CC=C(C=C1)NC(=O)CCCCCCC(=O)NO. Cell line: SF-295. Synergy scores: CSS=10.3, Synergy_ZIP=-3.51, Synergy_Bliss=0.452, Synergy_Loewe=0.123, Synergy_HSA=0.144. (5) Drug 1: CC1CCC2CC(C(=CC=CC=CC(CC(C(=O)C(C(C(=CC(C(=O)CC(OC(=O)C3CCCCN3C(=O)C(=O)C1(O2)O)C(C)CC4CCC(C(C4)OC)OCCO)C)C)O)OC)C)C)C)OC. Drug 2: CN1C2=C(C=C(C=C2)N(CCCl)CCCl)N=C1CCCC(=O)O.Cl. Cell line: DU-145. Synergy scores: CSS=7.18, Synergy_ZIP=-4.54, Synergy_Bliss=5.37, Synergy_Loewe=-17.2, Synergy_HSA=1.80. (6) Drug 1: C1CCC(C1)C(CC#N)N2C=C(C=N2)C3=C4C=CNC4=NC=N3. Drug 2: COC1=NC(=NC2=C1N=CN2C3C(C(C(O3)CO)O)O)N. Cell line: SR. Synergy scores: CSS=50.4, Synergy_ZIP=0.528, Synergy_Bliss=-0.286, Synergy_Loewe=-13.6, Synergy_HSA=-3.17. (7) Drug 1: CC1C(C(=O)NC(C(=O)N2CCCC2C(=O)N(CC(=O)N(C(C(=O)O1)C(C)C)C)C)C(C)C)NC(=O)C3=C4C(=C(C=C3)C)OC5=C(C(=O)C(=C(C5=N4)C(=O)NC6C(OC(=O)C(N(C(=O)CN(C(=O)C7CCCN7C(=O)C(NC6=O)C(C)C)C)C)C(C)C)C)N)C. Drug 2: B(C(CC(C)C)NC(=O)C(CC1=CC=CC=C1)NC(=O)C2=NC=CN=C2)(O)O. Cell line: TK-10. Synergy scores: CSS=26.0, Synergy_ZIP=-2.31, Synergy_Bliss=-1.02, Synergy_Loewe=-15.4, Synergy_HSA=0.0900. (8) Drug 1: C1=CN(C(=O)N=C1N)C2C(C(C(O2)CO)O)O.Cl. Drug 2: CC1=C(C=C(C=C1)NC(=O)C2=CC=C(C=C2)CN3CCN(CC3)C)NC4=NC=CC(=N4)C5=CN=CC=C5. Cell line: RXF 393. Synergy scores: CSS=2.26, Synergy_ZIP=-5.05, Synergy_Bliss=-5.02, Synergy_Loewe=-1.97, Synergy_HSA=-2.29. (9) Drug 1: C(CC(=O)O)C(=O)CN.Cl. Drug 2: C1=NNC2=C1C(=O)NC=N2. Cell line: SK-MEL-2. Synergy scores: CSS=44.0, Synergy_ZIP=-9.21, Synergy_Bliss=-9.16, Synergy_Loewe=-3.23, Synergy_HSA=-1.76.